This data is from Full USPTO retrosynthesis dataset with 1.9M reactions from patents (1976-2016). The task is: Predict the reactants needed to synthesize the given product. Given the product [C:9]([O:8][C:1](=[O:7])[CH2:2][CH2:3][C:4]([N:15]([O:16][CH3:17])[CH3:14])=[O:6])([CH3:12])([CH3:11])[CH3:10], predict the reactants needed to synthesize it. The reactants are: [C:1]([O:8][C:9]([CH3:12])([CH3:11])[CH3:10])(=[O:7])[CH2:2][CH2:3][C:4]([O-:6])=O.Cl.[CH3:14][NH:15][O:16][CH3:17].C1C=CC2N(O)N=NC=2C=1.C(N(C(C)C)CC)(C)C.CCN=C=NCCCN(C)C.Cl.